Dataset: Full USPTO retrosynthesis dataset with 1.9M reactions from patents (1976-2016). Task: Predict the reactants needed to synthesize the given product. (1) Given the product [CH2:1]([O:8][C:9](=[O:28])[NH:10][C:11]1([C@H:14]([NH:18][C:19]2[CH:24]=[N:23][C:22]([C:25]#[N:26])=[C:21]([NH:38][C:37]3[CH:39]=[CH:40][CH:41]=[C:35]([C:30]4[N:29]=[CH:34][CH:33]=[CH:32][N:31]=4)[CH:36]=3)[N:20]=2)[CH:15]2[CH2:17][CH2:16]2)[CH2:13][CH2:12]1)[C:2]1[CH:7]=[CH:6][CH:5]=[CH:4][CH:3]=1, predict the reactants needed to synthesize it. The reactants are: [CH2:1]([O:8][C:9](=[O:28])[NH:10][C:11]1([C@H:14]([NH:18][C:19]2[CH:24]=[N:23][C:22]([C:25]#[N:26])=[C:21](Cl)[N:20]=2)[CH:15]2[CH2:17][CH2:16]2)[CH2:13][CH2:12]1)[C:2]1[CH:7]=[CH:6][CH:5]=[CH:4][CH:3]=1.[N:29]1[CH:34]=[CH:33][CH:32]=[N:31][C:30]=1[C:35]1[CH:36]=[C:37]([CH:39]=[CH:40][CH:41]=1)[NH2:38].C1C=CC(P(C2C(C3C(P(C4C=CC=CC=4)C4C=CC=CC=4)=CC=C4C=3C=CC=C4)=C3C(C=CC=C3)=CC=2)C2C=CC=CC=2)=CC=1.C([O-])([O-])=O.[K+].[K+]. (2) The reactants are: [I:1][C:2]1[N:11]=[CH:10][C:9]2[CH2:8][CH2:7][C:6]3[C:12]([C:16]([O:18]CC)=[O:17])=[N:13][N:14]([CH3:15])[C:5]=3[C:4]=2[N:3]=1.[OH-].[K+:22]. Given the product [I:1][C:2]1[N:11]=[CH:10][C:9]2[CH2:8][CH2:7][C:6]3[C:12]([C:16]([O-:18])=[O:17])=[N:13][N:14]([CH3:15])[C:5]=3[C:4]=2[N:3]=1.[K+:22], predict the reactants needed to synthesize it. (3) Given the product [CH:11](=[C:9]1[C:10]2[N:1]=[CH:2][CH:3]=[CH:4][C:5]=2[CH2:6][CH2:7][CH2:8]1)[C:12]1[CH:17]=[CH:16][CH:15]=[CH:14][CH:13]=1, predict the reactants needed to synthesize it. The reactants are: [NH:1]1[C:10]2[C:5](=[CH:6][CH:7]=[CH:8][CH:9]=2)[CH2:4][CH2:3][CH2:2]1.[CH:11](=O)[C:12]1[CH:17]=[CH:16][CH:15]=[CH:14][CH:13]=1.[OH-].[Na+]. (4) Given the product [F:47][C:48]([F:53])([F:52])[C:49]([OH:51])=[O:50].[C:1]([NH:5][C:6]([C:8]1[C:16]2[C:11](=[N:12][CH:13]=[C:14]([C:17]3[C:25]4[C:20](=[CH:21][C:22]([F:26])=[CH:23][CH:24]=4)[N:19]([CH2:27][CH:28]4[CH2:29][NH:30][CH2:31]4)[N:18]=3)[N:15]=2)[NH:10][CH:9]=1)=[O:7])([CH3:4])([CH3:2])[CH3:3], predict the reactants needed to synthesize it. The reactants are: [C:1]([NH:5][C:6]([C:8]1[C:16]2[C:11](=[N:12][CH:13]=[C:14]([C:17]3[C:25]4[C:20](=[CH:21][C:22]([F:26])=[CH:23][CH:24]=4)[N:19]([CH2:27][CH:28]4[CH2:31][N:30](C(OC(C)(C)C)=O)[CH2:29]4)[N:18]=3)[N:15]=2)[N:10](COCC[Si](C)(C)C)[CH:9]=1)=[O:7])([CH3:4])([CH3:3])[CH3:2].[F:47][C:48]([F:53])([F:52])[C:49]([OH:51])=[O:50]. (5) Given the product [S:14]([OH:17])([O:4][CH2:3][C:2]([NH2:1])([CH2:9][CH2:10][CH2:11][CH3:12])[CH2:5][CH2:6][CH2:7][CH3:8])(=[O:16])=[O:15], predict the reactants needed to synthesize it. The reactants are: [NH2:1][C:2]([CH2:9][CH2:10][CH2:11][CH3:12])([CH2:5][CH2:6][CH2:7][CH3:8])[CH2:3][OH:4].Cl[S:14]([OH:17])(=[O:16])=[O:15]. (6) Given the product [Br:27][C:28]1[CH2:32][O:31][C:30](=[C:6]2[C:5]3[C:9](=[CH:10][C:2]([F:1])=[CH:3][CH:4]=3)[NH:8][C:7]2=[O:11])[CH:29]=1, predict the reactants needed to synthesize it. The reactants are: [F:1][C:2]1[CH:10]=[C:9]2[C:5]([CH2:6][C:7](=[O:11])[NH:8]2)=[CH:4][CH:3]=1.[Li+].C[Si]([N-][Si](C)(C)C)(C)C.C1COCC1.[Br:27][C:28]1[CH2:32][O:31][C:30](=O)[CH:29]=1. (7) Given the product [F:1][C:2]1[CH:3]=[C:4]([CH2:17][C:19]2[CH:24]=[CH:23][C:22]([O:25][CH3:26])=[CH:21][C:20]=2[CH:27]2[CH2:36][CH2:35][C:34]3[C:29](=[CH:30][CH:31]=[C:32]([O:37][CH3:38])[CH:33]=3)[CH2:28]2)[CH:5]=[CH:6][C:7]=1[O:8][CH2:9][CH2:10][N:11]1[CH2:12][CH2:13][CH2:14][CH2:15][CH2:16]1, predict the reactants needed to synthesize it. The reactants are: [F:1][C:2]1[CH:3]=[C:4]([C:17]([C:19]2[CH:24]=[CH:23][C:22]([O:25][CH3:26])=[CH:21][C:20]=2[C:27]2[CH2:36][CH2:35][C:34]3[C:29](=[CH:30][CH:31]=[C:32]([O:37][CH3:38])[CH:33]=3)[CH:28]=2)=O)[CH:5]=[CH:6][C:7]=1[O:8][CH2:9][CH2:10][N:11]1[CH2:16][CH2:15][CH2:14][CH2:13][CH2:12]1.FC1C=C(CC2C=CC(OC)=CC=2C2CCC3C(=CC=C(OC)C=3)C=2)C=CC=1OCCN1CCCCC1.